From a dataset of Forward reaction prediction with 1.9M reactions from USPTO patents (1976-2016). Predict the product of the given reaction. Given the reactants [N+:1]([O-:4])([O-])=[O:2].[K+].[Br:6][C:7]1[CH:16]=[CH:15][CH:14]=[C:13]2[C:8]=1[CH:9]=[CH:10][N:11]=[CH:12]2, predict the reaction product. The product is: [Br:6][C:7]1[CH:16]=[CH:15][C:14]([N+:1]([O-:4])=[O:2])=[C:13]2[C:8]=1[CH:9]=[CH:10][N:11]=[CH:12]2.